The task is: Regression. Given two drug SMILES strings and cell line genomic features, predict the synergy score measuring deviation from expected non-interaction effect.. This data is from NCI-60 drug combinations with 297,098 pairs across 59 cell lines. (1) Drug 1: CN1C2=C(C=C(C=C2)N(CCCl)CCCl)N=C1CCCC(=O)O.Cl. Drug 2: CN(CC1=CN=C2C(=N1)C(=NC(=N2)N)N)C3=CC=C(C=C3)C(=O)NC(CCC(=O)O)C(=O)O. Cell line: UACC-257. Synergy scores: CSS=21.3, Synergy_ZIP=0.0899, Synergy_Bliss=0.135, Synergy_Loewe=-50.3, Synergy_HSA=-1.04. (2) Cell line: UO-31. Synergy scores: CSS=17.5, Synergy_ZIP=-1.18, Synergy_Bliss=-0.262, Synergy_Loewe=-12.3, Synergy_HSA=1.34. Drug 1: C1=CN(C(=O)N=C1N)C2C(C(C(O2)CO)O)O.Cl. Drug 2: COC1=NC(=NC2=C1N=CN2C3C(C(C(O3)CO)O)O)N. (3) Drug 1: C1CN1C2=NC(=NC(=N2)N3CC3)N4CC4. Drug 2: CC1C(C(CC(O1)OC2CC(OC(C2O)C)OC3=CC4=CC5=C(C(=O)C(C(C5)C(C(=O)C(C(C)O)O)OC)OC6CC(C(C(O6)C)O)OC7CC(C(C(O7)C)O)OC8CC(C(C(O8)C)O)(C)O)C(=C4C(=C3C)O)O)O)O. Cell line: OVCAR3. Synergy scores: CSS=56.3, Synergy_ZIP=-5.42, Synergy_Bliss=1.03, Synergy_Loewe=-14.4, Synergy_HSA=-3.15. (4) Drug 1: C1=CC(=CC=C1C#N)C(C2=CC=C(C=C2)C#N)N3C=NC=N3. Drug 2: CN(CC1=CN=C2C(=N1)C(=NC(=N2)N)N)C3=CC=C(C=C3)C(=O)NC(CCC(=O)O)C(=O)O. Cell line: COLO 205. Synergy scores: CSS=45.6, Synergy_ZIP=5.15, Synergy_Bliss=6.34, Synergy_Loewe=-1.99, Synergy_HSA=7.04. (5) Drug 1: CCC1(CC2CC(C3=C(CCN(C2)C1)C4=CC=CC=C4N3)(C5=C(C=C6C(=C5)C78CCN9C7C(C=CC9)(C(C(C8N6C=O)(C(=O)OC)O)OC(=O)C)CC)OC)C(=O)OC)O.OS(=O)(=O)O. Cell line: HOP-62. Drug 2: C1=CC=C(C(=C1)C(C2=CC=C(C=C2)Cl)C(Cl)Cl)Cl. Synergy scores: CSS=4.01, Synergy_ZIP=-3.69, Synergy_Bliss=-6.57, Synergy_Loewe=-12.6, Synergy_HSA=-12.9.